Dataset: Forward reaction prediction with 1.9M reactions from USPTO patents (1976-2016). Task: Predict the product of the given reaction. Given the reactants [C:1]1(=[O:7])[CH2:6][CH2:5][CH2:4][CH2:3][CH2:2]1.I[C:9]1[CH:14]=[CH:13][CH:12]=[CH:11][CH:10]=1, predict the reaction product. The product is: [C:9]1([CH:3]2[CH2:4][CH2:5][CH2:6][C:1](=[O:7])[CH2:2]2)[CH:14]=[CH:13][CH:12]=[CH:11][CH:10]=1.